This data is from hERG potassium channel inhibition data for cardiac toxicity prediction from Karim et al.. The task is: Regression/Classification. Given a drug SMILES string, predict its toxicity properties. Task type varies by dataset: regression for continuous values (e.g., LD50, hERG inhibition percentage) or binary classification for toxic/non-toxic outcomes (e.g., AMES mutagenicity, cardiotoxicity, hepatotoxicity). Dataset: herg_karim. The compound is CCOc1cc2ncc(C#N)c(Nc3ccc(OCc4ccccn4)c(Cl)c3)c2cc1NC(=O)C=CCN(C)C. The result is 0 (non-blocker).